This data is from Forward reaction prediction with 1.9M reactions from USPTO patents (1976-2016). The task is: Predict the product of the given reaction. (1) Given the reactants C(OC([N:8]1[CH2:12][C@@H:11]([CH2:13][N:14]([CH:31]([CH3:33])[CH3:32])[C:15](=[O:30])[C:16]2[CH:21]=[CH:20][C:19]([O:22][CH3:23])=[C:18]([O:24][CH2:25][CH2:26][CH2:27][O:28][CH3:29])[CH:17]=2)[C@H:10]([NH2:34])[CH2:9]1)=O)(C)(C)C.[CH3:35][C:36]#N.O.[CH3:39]C#N, predict the reaction product. The product is: [CH:31]([N:14]([CH2:13][C@@H:11]1[C@@H:10]([NH:34][CH:36]([CH3:35])[CH3:39])[CH2:9][NH:8][CH2:12]1)[C:15](=[O:30])[C:16]1[CH:21]=[CH:20][C:19]([O:22][CH3:23])=[C:18]([O:24][CH2:25][CH2:26][CH2:27][O:28][CH3:29])[CH:17]=1)([CH3:33])[CH3:32]. (2) Given the reactants [CH3:1][C:2]1[CH:10]=[C:9]2[C:5]([C:6]([CH2:17][C:18]3[N:23]=[C:22]([C:24]([OH:26])=O)[CH:21]=[CH:20][CH:19]=3)=[C:7]([C:11]3[CH:16]=[CH:15][CH:14]=[CH:13][CH:12]=3)[NH:8]2)=[CH:4][CH:3]=1.[CH3:27][S:28]([NH2:31])(=[O:30])=[O:29].Cl.C(N=C=NCCCN(C)C)C.Cl, predict the reaction product. The product is: [CH3:27][S:28]([NH:31][C:24]([C:22]1[CH:21]=[CH:20][CH:19]=[C:18]([CH2:17][C:6]2[C:5]3[C:9](=[CH:10][C:2]([CH3:1])=[CH:3][CH:4]=3)[NH:8][C:7]=2[C:11]2[CH:12]=[CH:13][CH:14]=[CH:15][CH:16]=2)[N:23]=1)=[O:26])(=[O:30])=[O:29]. (3) Given the reactants [CH2:1]([NH:8][CH2:9][C:10]1[CH:11]=[C:12]([C:16]2[CH:17]=[CH:18][C:19]3[O:23][C:22](=[O:24])[N:21]([CH3:25])[C:20]=3[CH:26]=2)[CH:13]=[N:14][CH:15]=1)[C:2]1[CH:7]=[CH:6][CH:5]=[CH:4][CH:3]=1.[CH2:27](O)[CH3:28], predict the reaction product. The product is: [CH2:1]([N:8]([CH2:9][C:10]1[CH:11]=[C:12]([C:16]2[CH:17]=[CH:18][C:19]3[O:23][C:22](=[O:24])[N:21]([CH3:25])[C:20]=3[CH:26]=2)[CH:13]=[N:14][CH:15]=1)[CH2:27][CH3:28])[C:2]1[CH:3]=[CH:4][CH:5]=[CH:6][CH:7]=1. (4) Given the reactants C([O-])([O-])=O.[K+].[K+].[CH3:7][C:8]1[N:9]=[C:10]([CH2:13][CH2:14][CH3:15])[NH:11][CH:12]=1.F[C:17]1[CH:22]=[C:21]([F:23])[CH:20]=[CH:19][C:18]=1[N+:24]([O-:26])=[O:25], predict the reaction product. The product is: [F:23][C:21]1[CH:22]=[CH:17][C:18]([N+:24]([O-:26])=[O:25])=[C:19]([N:11]2[CH:12]=[C:8]([CH3:7])[N:9]=[C:10]2[CH2:13][CH2:14][CH3:15])[CH:20]=1.